This data is from Forward reaction prediction with 1.9M reactions from USPTO patents (1976-2016). The task is: Predict the product of the given reaction. (1) Given the reactants [NH2:1][C:2]1[S:3][C@H:4]2[O:10][C@H:9]([CH2:11][OH:12])[C@@H:8]([OH:13])[C@H:7]([OH:14])[C@H:5]2[N:6]=1.[C:15](Cl)(=[O:22])[C:16]1[CH:21]=[CH:20][CH:19]=[CH:18][CH:17]=1, predict the reaction product. The product is: [OH:13][C@@H:8]1[C@@H:9]([CH2:11][OH:12])[O:10][C@H:4]2[C@H:5]([N:6]=[C:2]([NH:1][C:15](=[O:22])[C:16]3[CH:21]=[CH:20][CH:19]=[CH:18][CH:17]=3)[S:3]2)[C@H:7]1[OH:14]. (2) The product is: [C:1]([C:3]1[CH:4]=[C:5]([C:13]2[O:17][N:16]=[C:15]([C:18]3[CH:26]=[CH:25][CH:24]=[C:23]4[C:19]=3[CH2:20][CH2:21][C@H:22]4[NH:27][S:28]([CH2:31][C:32]([OH:34])=[O:33])(=[O:29])=[O:30])[N:14]=2)[CH:6]=[CH:7][C:8]=1[O:9][CH:10]([CH3:12])[CH3:11])#[N:2]. Given the reactants [C:1]([C:3]1[CH:4]=[C:5]([C:13]2[O:17][N:16]=[C:15]([C:18]3[CH:26]=[CH:25][CH:24]=[C:23]4[C:19]=3[CH2:20][CH2:21][C@H:22]4[NH:27][S:28]([CH2:31][C:32]([O:34]C)=[O:33])(=[O:30])=[O:29])[N:14]=2)[CH:6]=[CH:7][C:8]=1[O:9][CH:10]([CH3:12])[CH3:11])#[N:2].[OH-].[Na+], predict the reaction product. (3) Given the reactants [N+:1]([C:4]1[CH:5]=[C:6]([CH:9]=[CH:10][CH:11]=1)[CH:7]=[O:8])([O-:3])=[O:2].Cl.CNO.[C:16](=[O:19])(O)[O-].[Na+].[N+:21]([C:23]([CH3:26])([CH3:25])[CH3:24])#[C-].C(O)(=O)C, predict the reaction product. The product is: [C:23]([NH:21][C:16](=[O:19])[C:7]([C:6]1[CH:9]=[CH:10][CH:11]=[C:4]([N+:1]([O-:3])=[O:2])[CH:5]=1)=[O:8])([CH3:26])([CH3:25])[CH3:24]. (4) Given the reactants [F:1][C:2]1[CH:7]=[CH:6][C:5]([N+:8]([O-])=O)=[CH:4][C:3]=1[O:11][CH2:12][CH2:13][O:14][CH3:15].N(C(OC(C)C)=O)=NC(OC(C)C)=O.FC1C=CC([N+]([O-])=O)=CC=1O.C1(P(C2C=CC=CC=2)C2C=CC=CC=2)C=CC=CC=1.COCCO, predict the reaction product. The product is: [F:1][C:2]1[CH:7]=[CH:6][C:5]([NH2:8])=[CH:4][C:3]=1[O:11][CH2:12][CH2:13][O:14][CH3:15]. (5) The product is: [CH:1]1([O:7][C:8](=[O:49])[C@@H:9]([NH2:41])[CH2:10][CH2:11][O:12][C:13]2[CH:22]=[C:21]3[C:16]([C:17]([O:23][C:24]4[CH:29]=[CH:28][C:27]([NH:30][C:31](=[O:38])[C:32]5[CH:33]=[CH:34][CH:35]=[CH:36][CH:37]=5)=[CH:26][CH:25]=4)=[CH:18][CH:19]=[N:20]3)=[CH:15][C:14]=2[O:39][CH3:40])[CH2:6][CH2:5][CH2:4][CH2:3][CH2:2]1. Given the reactants [CH:1]1([O:7][C:8](=[O:49])[C@@H:9]([NH:41]C(OC(C)(C)C)=O)[CH2:10][CH2:11][O:12][C:13]2[CH:22]=[C:21]3[C:16]([C:17]([O:23][C:24]4[CH:29]=[CH:28][C:27]([NH:30][C:31](=[O:38])[C:32]5[CH:37]=[CH:36][CH:35]=[CH:34][CH:33]=5)=[CH:26][CH:25]=4)=[CH:18][CH:19]=[N:20]3)=[CH:15][C:14]=2[O:39][CH3:40])[CH2:6][CH2:5][CH2:4][CH2:3][CH2:2]1.C(Cl)Cl.C(O)(C(F)(F)F)=O, predict the reaction product. (6) Given the reactants [Cl:1][C:2]1[C:3]([O:13][CH3:14])=[C:4]([C:7]([N+:10]([O-])=O)=[CH:8][CH:9]=1)[C:5]#[N:6].[ClH:15].[Cl:16][CH2:17][C:18]#N, predict the reaction product. The product is: [Cl:15][C:5]1[C:4]2[C:7](=[CH:8][CH:9]=[C:2]([Cl:1])[C:3]=2[O:13][CH3:14])[N:10]=[C:18]([CH2:17][Cl:16])[N:6]=1. (7) The product is: [F:8][C:3]1[CH:4]=[CH:5][CH:6]=[CH:7][C:2]=1[C@:24]12[CH2:25][O:14][C@H:28]([CH3:27])[C@H:23]1[CH2:29][O:11][NH:10]2. Given the reactants Br[C:2]1[CH:7]=[CH:6][CH:5]=[CH:4][C:3]=1[F:8].[Cl-].[NH4+:10].[OH2:11].C(OCC)(=[O:14])C.O1CCCC1.[C:23]1([CH3:29])[CH:28]=[CH:27]C=[CH:25][CH:24]=1, predict the reaction product. (8) The product is: [Br:1][C:2]1[CH:3]=[C:4]([C@@:8]([NH:18][S@@:19]([C:21]([CH3:24])([CH3:23])[CH3:22])=[O:20])([CH2:11][C@H:12]([OH:17])[C:13]([F:15])([F:14])[F:16])[CH2:9][F:10])[CH:5]=[CH:6][CH:7]=1. Given the reactants [Br:1][C:2]1[CH:3]=[C:4]([C@@:8]([NH:18][S@@:19]([C:21]([CH3:24])([CH3:23])[CH3:22])=[O:20])([CH2:11][C:12](=[O:17])[C:13]([F:16])([F:15])[F:14])[CH2:9][F:10])[CH:5]=[CH:6][CH:7]=1, predict the reaction product. (9) Given the reactants [F:1][C:2]1[CH:10]=[CH:9][C:5]([C:6](Cl)=[O:7])=[CH:4][CH:3]=1.[NH:11]1[C:19]2[C:14](=[CH:15][CH:16]=[C:17]([C:20]([O:22][CH3:23])=[O:21])[CH:18]=2)[CH:13]=[CH:12]1.[Cl-].C([Al+]CC)C, predict the reaction product. The product is: [F:1][C:2]1[CH:10]=[CH:9][C:5]([C:6]([C:13]2[C:14]3[C:19](=[CH:18][C:17]([C:20]([O:22][CH3:23])=[O:21])=[CH:16][CH:15]=3)[NH:11][CH:12]=2)=[O:7])=[CH:4][CH:3]=1. (10) Given the reactants [F-].[Cs+].Cl[C:4]1[CH:5]=[CH:6][C:7]2[N:8]([C:10]([C:13]3[CH:18]=[CH:17][CH:16]=[C:15]([O:19][C:20]([F:23])([F:22])[F:21])[CH:14]=3)=[CH:11][N:12]=2)[N:9]=1.[NH2:24][CH2:25][C:26]1([OH:33])[CH2:31][CH2:30][N:29]([CH3:32])[CH2:28][CH2:27]1, predict the reaction product. The product is: [CH3:32][N:29]1[CH2:30][CH2:31][C:26]([CH2:25][NH:24][C:4]2[CH:5]=[CH:6][C:7]3[N:8]([C:10]([C:13]4[CH:18]=[CH:17][CH:16]=[C:15]([O:19][C:20]([F:23])([F:22])[F:21])[CH:14]=4)=[CH:11][N:12]=3)[N:9]=2)([OH:33])[CH2:27][CH2:28]1.